From a dataset of Catalyst prediction with 721,799 reactions and 888 catalyst types from USPTO. Predict which catalyst facilitates the given reaction. (1) Reactant: [H-].[Na+].[O:3]1[C:8]2[CH:9]=[CH:10][C:11]([OH:13])=[CH:12][C:7]=2[NH:6][CH2:5][CH2:4]1.[CH3:14][C:15]([Si:18](Cl)([CH3:20])[CH3:19])([CH3:17])[CH3:16]. Product: [C:15]([Si:18]([CH3:20])([CH3:19])[O:13][C:11]1[CH:10]=[CH:9][C:8]2[O:3][CH2:4][CH2:5][NH:6][C:7]=2[CH:12]=1)([CH3:17])([CH3:16])[CH3:14]. The catalyst class is: 116. (2) The catalyst class is: 1. Reactant: C(OC1C=CC(C([O:15][C:16]2[CH:21]=[CH:20][C:19]([CH2:22][N:23]([CH2:48][C:49]([O:51][C:52]([CH3:55])([CH3:54])[CH3:53])=[O:50])[C:24](=[O:47])[C:25]3[CH:30]=[CH:29][C:28]([NH:31][C:32](=[O:46])[CH2:33][C:34]4[CH:39]=[CH:38][C:37]([O:40][CH3:41])=[CH:36][C:35]=4[C:42]([F:45])([F:44])[F:43])=[CH:27][CH:26]=3)=[CH:18][CH:17]=2)=O)=CC=1)CCCCCC.CO.[OH-].[Na+].CC(O)=O. Product: [OH:15][C:16]1[CH:17]=[CH:18][C:19]([CH2:22][N:23]([CH2:48][C:49]([O:51][C:52]([CH3:53])([CH3:54])[CH3:55])=[O:50])[C:24](=[O:47])[C:25]2[CH:26]=[CH:27][C:28]([NH:31][C:32](=[O:46])[CH2:33][C:34]3[CH:39]=[CH:38][C:37]([O:40][CH3:41])=[CH:36][C:35]=3[C:42]([F:44])([F:45])[F:43])=[CH:29][CH:30]=2)=[CH:20][CH:21]=1. (3) Reactant: Br[C:2]1[CH:7]=[CH:6][CH:5]=[CH:4][C:3]=1[CH:8]1[C:17]([CH3:19])([CH3:18])[CH2:16][C:15]2[C:10](=[CH:11][CH:12]=[C:13]([C:20]([OH:22])=[O:21])[CH:14]=2)[NH:9]1.[CH3:23][C:24]([C:27]([OH:29])=[O:28])([CH3:26])[NH2:25].C(=O)([O-])[O-].[K+].[K+]. Product: [C:27]([C:24]([NH:25][C:2]1[CH:7]=[CH:6][CH:5]=[CH:4][C:3]=1[CH:8]1[C:17]([CH3:19])([CH3:18])[CH2:16][C:15]2[C:10](=[CH:11][CH:12]=[C:13]([C:20]([OH:22])=[O:21])[CH:14]=2)[NH:9]1)([CH3:26])[CH3:23])([OH:29])=[O:28]. The catalyst class is: 156. (4) The catalyst class is: 6. Reactant: C1(S([N:10]2[C:14]3=[N:15][CH:16]=[CH:17][CH:18]=[C:13]3[C:12]([C:19]3[CH:20]=[C:21]([CH:33]=[CH:34][CH:35]=3)[CH2:22][NH:23][C:24]3[N:32]=[CH:31][CH:30]=[CH:29][C:25]=3[C:26]([O-:28])=[O:27])=[CH:11]2)(=O)=O)C=CC=CC=1.C1COCC1.CO.[Li+].[OH-]. Product: [NH:10]1[C:14]2=[N:15][CH:16]=[CH:17][CH:18]=[C:13]2[C:12]([C:19]2[CH:20]=[C:21]([CH:33]=[CH:34][CH:35]=2)[CH2:22][NH:23][C:24]2[N:32]=[CH:31][CH:30]=[CH:29][C:25]=2[C:26]([OH:28])=[O:27])=[CH:11]1. (5) Reactant: [OH:1][C:2]1[CH:7]=[CH:6][C:5]([N:8]2[C:16]3[C:11](=[CH:12][CH:13]=[CH:14][CH:15]=3)[C:10]([C:17]#[N:18])=[C:9]2[C:19]2[CH:24]=[CH:23][CH:22]=[CH:21][CH:20]=2)=[CH:4][CH:3]=1.[OH:25]O.[OH-].[K+].Cl. Product: [OH:1][C:2]1[CH:7]=[CH:6][C:5]([N:8]2[C:16]3[C:11](=[CH:12][CH:13]=[CH:14][CH:15]=3)[C:10]([C:17]([NH2:18])=[O:25])=[C:9]2[C:19]2[CH:20]=[CH:21][CH:22]=[CH:23][CH:24]=2)=[CH:4][CH:3]=1. The catalyst class is: 191. (6) Reactant: C[O:2][C:3](=[O:19])[C@H:4]([N:11]([CH3:18])[C:12]1[CH:17]=[CH:16][CH:15]=[CH:14][CH:13]=1)[C:5]1[CH:10]=[CH:9][CH:8]=[CH:7][CH:6]=1.[ClH:20].O. Product: [ClH:20].[CH3:18][N:11]([C@H:4]([C:5]1[CH:10]=[CH:9][CH:8]=[CH:7][CH:6]=1)[C:3]([OH:19])=[O:2])[C:12]1[CH:13]=[CH:14][CH:15]=[CH:16][CH:17]=1. The catalyst class is: 12. (7) Reactant: Cl[C:2]1[C:7]([Cl:8])=[CH:6][CH:5]=[CH:4][N:3]=1.C1(P(C2C=CC=CC=2)C2C=CC3C(=CC=CC=3)C=2C2C3C(=CC=CC=3)C=CC=2P(C2C=CC=CC=2)C2C=CC=CC=2)C=CC=CC=1.C(=O)([O-])[O-].[K+].[K+].[CH3:61][O:62][C:63]1[C:64]([NH2:69])=[CH:65][CH:66]=[CH:67][CH:68]=1. Product: [Cl:8][C:7]1[C:2]([NH:69][C:64]2[CH:65]=[CH:66][CH:67]=[CH:68][C:63]=2[O:62][CH3:61])=[N:3][CH:4]=[CH:5][CH:6]=1. The catalyst class is: 487.